This data is from Catalyst prediction with 721,799 reactions and 888 catalyst types from USPTO. The task is: Predict which catalyst facilitates the given reaction. (1) Reactant: [Br:1][C:2]1[CH:10]=[CH:9][C:5]([C:6](O)=[O:7])=[CH:4][C:3]=1[F:11].CN.[CH:14]1([N:20]=C=NC2CCCCC2)CCCCC1.ON1C2C=CC=CC=2N=N1. Product: [Br:1][C:2]1[CH:10]=[CH:9][C:5]([C:6]([NH:20][CH3:14])=[O:7])=[CH:4][C:3]=1[F:11]. The catalyst class is: 4. (2) Reactant: [F:1][C:2]1[CH:3]=[CH:4][C:5]([N+:18]([O-:20])=[O:19])=[C:6]([CH:17]=1)[O:7][C@H:8]1[C@H:12]2[O:13][CH2:14][C@@H:15]([OH:16])[C@H:11]2[O:10][CH2:9]1.[OH-].[Na+].[CH2:23](Cl)Cl.S(OC)(OC)(=O)=O. Product: [F:1][C:2]1[CH:3]=[CH:4][C:5]([N+:18]([O-:20])=[O:19])=[C:6]([CH:17]=1)[O:7][C@H:8]1[C@H:12]2[O:13][CH2:14][C@@H:15]([O:16][CH3:23])[C@H:11]2[O:10][CH2:9]1. The catalyst class is: 682. (3) Reactant: [OH:1][C:2]1[CH:7]=[CH:6][C:5]([CH:8]=[CH:9][C:10]([C:12]2[CH:17]=[CH:16][C:15]([OH:18])=[CH:14][CH:13]=2)=[O:11])=[CH:4][C:3]=1[O:19][CH3:20].O. Product: [OH:1][C:2]1[CH:7]=[CH:6][C:5]([CH2:8][CH2:9][C:10]([C:12]2[CH:17]=[CH:16][C:15]([OH:18])=[CH:14][CH:13]=2)=[O:11])=[CH:4][C:3]=1[O:19][CH3:20]. The catalyst class is: 312. (4) Reactant: [CH3:1][N:2]1[CH:6]=[CH:5][CH:4]=[N:3]1.CN(C)CCN(C)C.C([Li])CCC.[C:20]1(=[O:26])[CH2:25][CH2:24][CH2:23][CH2:22][CH2:21]1. Product: [CH3:1][N:2]1[C:6]([C:20]2([OH:26])[CH2:25][CH2:24][CH2:23][CH2:22][CH2:21]2)=[CH:5][CH:4]=[N:3]1. The catalyst class is: 20. (5) Reactant: CON(C)[C:4](=[O:28])[C:5]1[CH:10]=[CH:9][CH:8]=[C:7]([C:11]2[CH:12]=[CH:13][C:14]3[O:18][C:17]([CH2:19][CH2:20][N:21]4[CH2:25][CH2:24][CH2:23][C@H:22]4[CH3:26])=[CH:16][C:15]=3[CH:27]=2)[CH:6]=1.[CH2:30]([Mg]Br)[CH3:31]. Product: [CH3:26][C@@H:22]1[CH2:23][CH2:24][CH2:25][N:21]1[CH2:20][CH2:19][C:17]1[O:18][C:14]2[CH:15]=[CH:27][C:11]([C:7]3[CH:6]=[C:5]([C:4](=[O:28])[CH2:30][CH3:31])[CH:10]=[CH:9][CH:8]=3)=[CH:12][C:13]=2[CH:16]=1. The catalyst class is: 7. (6) Reactant: [CH2:1]1[C:16]2[C:15]3[C:14]4[CH:13]=[CH:12][CH:11]=[CH:10][C:9]=4[NH:8][C:7]=3[CH:6]=[CH:5][C:4]=2[C:3](=[O:17])[CH2:2]1.[Al+3].[Cl-].[Cl-].[Cl-].[C:22](Cl)([CH3:24])=[O:23]. Product: [C:22]([C:12]1[CH:11]=[CH:10][C:9]2[NH:8][C:7]3[CH:6]=[CH:5][C:4]4[C:3](=[O:17])[CH2:2][CH2:1][C:16]=4[C:15]=3[C:14]=2[CH:13]=1)(=[O:23])[CH3:24]. The catalyst class is: 2.